This data is from Full USPTO retrosynthesis dataset with 1.9M reactions from patents (1976-2016). The task is: Predict the reactants needed to synthesize the given product. (1) Given the product [CH3:1][N:2]1[C:6]([NH:7][C:8]([C:15]2[CH:16]=[CH:17][CH:18]=[CH:19][CH:20]=2)([C:21]2[CH:26]=[CH:25][CH:24]=[CH:23][CH:22]=2)[C:9]2[CH:10]=[CH:11][CH:12]=[CH:13][CH:14]=2)=[C:5]([NH:27][C:28]([N:37]2[CH2:41][CH2:40][C@@H:39]([NH:42][C:43](=[O:49])[O:44][C:45]([CH3:46])([CH3:48])[CH3:47])[CH2:38]2)=[O:29])[CH:4]=[N:3]1, predict the reactants needed to synthesize it. The reactants are: [CH3:1][N:2]1[C:6]([NH:7][C:8]([C:21]2[CH:26]=[CH:25][CH:24]=[CH:23][CH:22]=2)([C:15]2[CH:20]=[CH:19][CH:18]=[CH:17][CH:16]=2)[C:9]2[CH:14]=[CH:13][CH:12]=[CH:11][CH:10]=2)=[C:5]([NH:27][C:28](=O)[O:29]C2C=CC=CC=2)[CH:4]=[N:3]1.[NH:37]1[CH2:41][CH2:40][C@@H:39]([NH:42][C:43](=[O:49])[O:44][C:45]([CH3:48])([CH3:47])[CH3:46])[CH2:38]1.C(N(C(C)C)C(C)C)C. (2) Given the product [CH3:9][O:8][C:5]1[N:4]=[CH:3][C:2]([C:11]#[C:10][C:12]2[CH2:17][CH2:16][N:15]([S:18]([CH2:21][C@@:22]3([CH3:29])[NH:26][C:25](=[O:27])[NH:24][C:23]3=[O:28])(=[O:20])=[O:19])[CH2:14][CH:13]=2)=[CH:7][N:6]=1, predict the reactants needed to synthesize it. The reactants are: Br[C:2]1[CH:3]=[N:4][C:5]([O:8][CH3:9])=[N:6][CH:7]=1.[C:10]([C:12]1[CH2:13][CH2:14][N:15]([S:18]([CH2:21][C@@:22]2([CH3:29])[NH:26][C:25](=[O:27])[NH:24][C:23]2=[O:28])(=[O:20])=[O:19])[CH2:16][CH:17]=1)#[CH:11]. (3) The reactants are: Br[C:2]1[CH:7]=[CH:6][C:5]([C:8](=[O:10])[CH3:9])=[CH:4][CH:3]=1.[F:11][C:12]1[CH:17]=[CH:16][C:15](B(O)O)=[CH:14][CH:13]=1.C(=O)([O-])[O-].[K+].[K+]. Given the product [F:11][C:12]1[CH:17]=[CH:16][C:15]([C:2]2[CH:7]=[CH:6][C:5]([C:8](=[O:10])[CH3:9])=[CH:4][CH:3]=2)=[CH:14][CH:13]=1, predict the reactants needed to synthesize it. (4) Given the product [F:37][C:27]1([F:26])[CH2:28][CH2:29][N:30]([S:33]([NH:36][C:19]([C:10]2[CH2:11][CH:12]([C:13]3[CH:14]=[CH:15][CH:16]=[CH:17][CH:18]=3)[N:8]([C:5]3[CH:4]=[CH:3][C:2]([Cl:1])=[CH:7][CH:6]=3)[N:9]=2)=[O:21])(=[O:34])=[O:35])[CH2:31][CH2:32]1, predict the reactants needed to synthesize it. The reactants are: [Cl:1][C:2]1[CH:7]=[CH:6][C:5]([N:8]2[CH:12]([C:13]3[CH:18]=[CH:17][CH:16]=[CH:15][CH:14]=3)[CH2:11][C:10]([C:19]([OH:21])=O)=[N:9]2)=[CH:4][CH:3]=1.S(Cl)(Cl)=O.[F:26][C:27]1([F:37])[CH2:32][CH2:31][N:30]([S:33]([NH2:36])(=[O:35])=[O:34])[CH2:29][CH2:28]1.[OH-].[Na+].